From a dataset of Forward reaction prediction with 1.9M reactions from USPTO patents (1976-2016). Predict the product of the given reaction. (1) The product is: [Br:1][C:2]1[CH:7]=[CH:6][C:5]([C:8]([OH:14])=[O:11])=[N:4][C:3]=1[CH3:10]. Given the reactants [Br:1][C:2]1[C:3]([CH3:10])=[N:4][C:5]([C:8]#N)=[CH:6][CH:7]=1.[OH-:11].[Na+].C[OH:14], predict the reaction product. (2) Given the reactants [F:1][C:2]([F:28])([F:27])[C@H:3]1[CH2:8][CH2:7][C@H:6]([NH:9][C:10](=[O:26])[C:11]2[CH:16]=[C:15]([N+:17]([O-])=O)[C:14]([NH2:20])=[CH:13][C:12]=2[O:21][CH2:22][CH:23]([F:25])[F:24])[CH2:5][CH2:4]1, predict the reaction product. The product is: [F:1][C:2]([F:27])([F:28])[C@H:3]1[CH2:8][CH2:7][C@H:6]([NH:9][C:10](=[O:26])[C:11]2[CH:16]=[C:15]([NH2:17])[C:14]([NH2:20])=[CH:13][C:12]=2[O:21][CH2:22][CH:23]([F:24])[F:25])[CH2:5][CH2:4]1. (3) Given the reactants [F:1][C:2]([F:28])([F:27])[C:3]1[CH:8]=[CH:7][C:6]([C:9]2[N:14]=[CH:13][N:12]=[C:11]([NH:15][C:16]3[CH:17]=[CH:18][CH:19]=[C:20]4[C:25]=3[CH2:24][CH:23]([OH:26])[CH2:22][CH2:21]4)[CH:10]=2)=[CH:5][CH:4]=1.[Br:29]N1C(=O)CCC1=O, predict the reaction product. The product is: [Br:29][C:19]1[CH:18]=[CH:17][C:16]([NH:15][C:11]2[CH:10]=[C:9]([C:6]3[CH:7]=[CH:8][C:3]([C:2]([F:1])([F:27])[F:28])=[CH:4][CH:5]=3)[N:14]=[CH:13][N:12]=2)=[C:25]2[C:20]=1[CH2:21][CH2:22][CH:23]([OH:26])[CH2:24]2. (4) Given the reactants [OH:1][C:2]1[CH:3]=[C:4]([CH2:8][NH:9][C:10](=[O:18])[C:11]2[CH:16]=[CH:15][CH:14]=[N:13][C:12]=2[NH2:17])[CH:5]=[CH:6][CH:7]=1.Cl[CH2:20][CH2:21][CH2:22][C:23]#[CH:24].C(=O)([O-])[O-].[Cs+].[Cs+].CN(C=O)C, predict the reaction product. The product is: [CH2:24]([O:1][C:2]1[CH:3]=[C:4]([CH2:8][NH:9][C:10](=[O:18])[C:11]2[CH:16]=[CH:15][CH:14]=[N:13][C:12]=2[NH2:17])[CH:5]=[CH:6][CH:7]=1)[CH2:23][CH2:22][C:21]#[CH:20]. (5) Given the reactants [NH2:1][CH2:2][CH2:3][CH2:4][C@@H:5]([CH2:9][C:10]1[N:11]=[CH:12][N:13]2[C:22]3[C:17](=[CH:18][CH:19]=[CH:20][CH:21]=3)[CH2:16][CH2:15][C:14]=12)[C:6]([OH:8])=[O:7].[C:23]([O:31][CH:32]([O:34][C:35](OC1C=CC([N+]([O-])=O)=CC=1)=[O:36])[CH3:33])(=[O:30])[C:24]1[CH:29]=[CH:28][CH:27]=[CH:26][CH:25]=1, predict the reaction product. The product is: [CH:12]1[N:13]2[C:22]3[C:17]([CH2:16][CH2:15][C:14]2=[C:10]([CH2:9][C@H:5]([CH2:4][CH2:3][CH2:2][NH:1][C:35]([O:34][CH:32]([O:31][C:23]([C:24]2[CH:29]=[CH:28][CH:27]=[CH:26][CH:25]=2)=[O:30])[CH3:33])=[O:36])[C:6]([OH:8])=[O:7])[N:11]=1)=[CH:18][CH:19]=[CH:20][CH:21]=3. (6) Given the reactants [I:1][C:2]1[C:10]2[C:5](=[CH:6][C:7]([N+:11]([O-:13])=[O:12])=[CH:8][CH:9]=2)[NH:4][N:3]=1.[H-].[Na+].Cl[CH2:17][O:18][CH2:19][CH2:20][Si:21]([CH3:24])([CH3:23])[CH3:22].O, predict the reaction product. The product is: [I:1][C:2]1[C:10]2[C:5](=[CH:6][C:7]([N+:11]([O-:13])=[O:12])=[CH:8][CH:9]=2)[N:4]([CH2:17][O:18][CH2:19][CH2:20][Si:21]([CH3:24])([CH3:23])[CH3:22])[N:3]=1.